Dataset: Reaction yield outcomes from USPTO patents with 853,638 reactions. Task: Predict the reaction yield, written as a fraction of the theoretical maximum amount of product (1.0 means a 100% yield; for example, 0.34 means a 34% yield). (1) The reactants are [Cl:1][C:2]1[N:10]=[CH:9][CH:8]=[CH:7][C:3]=1C(O)=O.C1C=[CH:13][C:14]2N(O)N=[N:17][C:15]=2C=1.C[CH2:22][N:23]([CH:27](C)C)[CH:24](C)C.[NH:30]1CCNCC1.[CH3:36][N:37]([CH:39]=[O:40])[CH3:38]. The catalyst is C(OCC)(=O)C.O. The product is [Cl:1][C:2]1[N:10]=[CH:9][C:8]([C:39]([N:37]2[CH2:38][CH2:24][N:23]([C:22]3[N:17]=[CH:15][CH:14]=[CH:13][N:30]=3)[CH2:27][CH2:36]2)=[O:40])=[CH:7][CH:3]=1. The yield is 0.420. (2) No catalyst specified. The product is [C:1]([C:5]1[O:9][N:8]=[C:7]([NH:10][C:11]([NH:13][C:14]2[CH:19]=[CH:18][CH:17]=[C:16]([S:20][C:22]3[C:31]4[C:26](=[CH:27][C:28]([F:33])=[C:29]([F:32])[CH:30]=4)[N:25]=[CH:24][N:23]=3)[CH:15]=2)=[O:12])[CH:6]=1)([CH3:4])([CH3:2])[CH3:3]. The reactants are [C:1]([C:5]1[O:9][N:8]=[C:7]([NH:10][C:11]([NH:13][C:14]2[CH:19]=[CH:18][CH:17]=[C:16]([SH:20])[CH:15]=2)=[O:12])[CH:6]=1)([CH3:4])([CH3:3])[CH3:2].Cl[C:22]1[C:31]2[C:26](=[CH:27][C:28]([F:33])=[C:29]([F:32])[CH:30]=2)[N:25]=[CH:24][N:23]=1. The yield is 0.370. (3) The reactants are [Cl:1][C:2]1[CH:3]=[N:4][CH:5]=[C:6]([CH:10]=1)[C:7]([OH:9])=[O:8].S(Cl)(Cl)=O.[CH3:15]O. The catalyst is C(=O)(O)[O-].[Na+]. The product is [CH3:15][O:8][C:7](=[O:9])[C:6]1[CH:10]=[C:2]([Cl:1])[CH:3]=[N:4][CH:5]=1. The yield is 0.790. (4) The reactants are [OH:1][N:2]=[C:3](Cl)[C:4]1[C:8]([NH:9][CH2:10][CH2:11][O:12][CH3:13])=[N:7][O:6][N:5]=1.[F:15][C:16]([F:26])([F:25])[C:17]1[CH:18]=[C:19]([CH:21]=[CH:22][C:23]=1[F:24])[NH2:20]. No catalyst specified. The product is [F:24][C:23]1[CH:22]=[CH:21][C:19]([NH:20][C:3]([C:4]2[C:8]([NH:9][CH2:10][CH2:11][O:12][CH3:13])=[N:7][O:6][N:5]=2)=[N:2][OH:1])=[CH:18][C:17]=1[C:16]([F:15])([F:25])[F:26]. The yield is 1.00. (5) The reactants are [CH:1]1([C:4]2[C:12]3[CH:11]=[C:10]([CH2:13][CH2:14][CH2:15][CH2:16][N:17]4[CH:21]=[C:20]([C:22]([OH:24])=[O:23])[N:19]=[N:18]4)[N:9]=[N:8][C:7]=3[NH:6][C:5]=2[C:25]2[CH:30]=[CH:29][CH:28]=[CH:27][N:26]=2)[CH2:3][CH2:2]1.CN(C(ON1N=NC2C=CC=NC1=2)=[N+](C)C)C.F[P-](F)(F)(F)(F)F.[F:55][C:56]([F:67])([F:66])[O:57][C:58]1[CH:59]=[C:60]([CH2:64][NH2:65])[CH:61]=[CH:62][CH:63]=1.CCN(C(C)C)C(C)C. The catalyst is CN(C=O)C. The product is [F:67][C:56]([F:55])([F:66])[C:22]([OH:24])=[O:23].[CH:1]1([C:4]2[C:12]3[CH:11]=[C:10]([CH2:13][CH2:14][CH2:15][CH2:16][N:17]4[CH:21]=[C:20]([C:22]([NH:65][CH2:64][C:60]5[CH:61]=[CH:62][CH:63]=[C:58]([O:57][C:56]([F:55])([F:66])[F:67])[CH:59]=5)=[O:24])[N:19]=[N:18]4)[N:9]=[N:8][C:7]=3[NH:6][C:5]=2[C:25]2[CH:30]=[CH:29][CH:28]=[CH:27][N:26]=2)[CH2:2][CH2:3]1. The yield is 0.584. (6) The reactants are [F:1][C:2]1[CH:3]=[CH:4][C:5]([C:11]#[C:12][Si](CC)(CC)CC)=[C:6]([CH2:8][C:9]#[N:10])[CH:7]=1.[F-].[K+]. The catalyst is CO. The product is [C:11]([C:5]1[CH:4]=[CH:3][C:2]([F:1])=[CH:7][C:6]=1[CH2:8][C:9]#[N:10])#[CH:12]. The yield is 1.00. (7) The reactants are N[C:2]1[CH:3]=[C:4]([C:8]2([CH3:21])[CH:13]3[CH:9]2[CH2:10][N:11]([CH2:15][CH2:16][CH2:17][CH2:18][CH2:19][CH3:20])[C:12]3=[O:14])[CH:5]=[CH:6][CH:7]=1.N([O-])=[O:23].[Na+].C(=O)([O-])[O-].[Na+].[Na+]. The catalyst is Cl.O. The product is [CH2:15]([N:11]1[CH2:10][CH:9]2[CH:13]([C:8]2([C:4]2[CH:5]=[CH:6][CH:7]=[C:2]([OH:23])[CH:3]=2)[CH3:21])[C:12]1=[O:14])[CH2:16][CH2:17][CH2:18][CH2:19][CH3:20]. The yield is 0.340.